Dataset: NCI-60 drug combinations with 297,098 pairs across 59 cell lines. Task: Regression. Given two drug SMILES strings and cell line genomic features, predict the synergy score measuring deviation from expected non-interaction effect. (1) Drug 1: C1=CC(=C2C(=C1NCCNCCO)C(=O)C3=C(C=CC(=C3C2=O)O)O)NCCNCCO. Drug 2: C1CN1P(=S)(N2CC2)N3CC3. Cell line: IGROV1. Synergy scores: CSS=42.1, Synergy_ZIP=2.74, Synergy_Bliss=1.76, Synergy_Loewe=-1.99, Synergy_HSA=5.89. (2) Drug 1: COC1=CC(=CC(=C1O)OC)C2C3C(COC3=O)C(C4=CC5=C(C=C24)OCO5)OC6C(C(C7C(O6)COC(O7)C8=CC=CS8)O)O. Drug 2: CC1=C(C=C(C=C1)C(=O)NC2=CC(=CC(=C2)C(F)(F)F)N3C=C(N=C3)C)NC4=NC=CC(=N4)C5=CN=CC=C5. Cell line: A498. Synergy scores: CSS=25.6, Synergy_ZIP=9.21, Synergy_Bliss=3.43, Synergy_Loewe=-10.6, Synergy_HSA=-0.0893. (3) Drug 1: C1=NC2=C(N1)C(=S)N=CN2. Drug 2: C1CN(CCN1C(=O)CCBr)C(=O)CCBr. Cell line: NCI-H460. Synergy scores: CSS=27.1, Synergy_ZIP=-1.33, Synergy_Bliss=1.73, Synergy_Loewe=-2.97, Synergy_HSA=3.45. (4) Drug 1: CC(CN1CC(=O)NC(=O)C1)N2CC(=O)NC(=O)C2. Drug 2: CC(C1=C(C=CC(=C1Cl)F)Cl)OC2=C(N=CC(=C2)C3=CN(N=C3)C4CCNCC4)N. Cell line: MALME-3M. Synergy scores: CSS=4.65, Synergy_ZIP=-4.23, Synergy_Bliss=-3.01, Synergy_Loewe=-7.04, Synergy_HSA=-3.64. (5) Drug 1: C1=C(C(=O)NC(=O)N1)F. Drug 2: C(CC(=O)O)C(=O)CN.Cl. Cell line: NCI/ADR-RES. Synergy scores: CSS=31.2, Synergy_ZIP=-1.47, Synergy_Bliss=-4.21, Synergy_Loewe=-13.2, Synergy_HSA=-4.11. (6) Drug 1: CS(=O)(=O)C1=CC(=C(C=C1)C(=O)NC2=CC(=C(C=C2)Cl)C3=CC=CC=N3)Cl. Drug 2: C1C(C(OC1N2C=NC(=NC2=O)N)CO)O. Cell line: NCI-H460. Synergy scores: CSS=15.4, Synergy_ZIP=2.23, Synergy_Bliss=7.52, Synergy_Loewe=6.02, Synergy_HSA=8.41. (7) Drug 1: C1=CC=C(C=C1)NC(=O)CCCCCCC(=O)NO. Drug 2: C1=CN(C=N1)CC(O)(P(=O)(O)O)P(=O)(O)O. Cell line: T-47D. Synergy scores: CSS=9.29, Synergy_ZIP=-5.17, Synergy_Bliss=-3.23, Synergy_Loewe=-7.38, Synergy_HSA=-2.92.